Predict the reactants needed to synthesize the given product. From a dataset of Full USPTO retrosynthesis dataset with 1.9M reactions from patents (1976-2016). (1) The reactants are: [C:1]([O:5][C:6]([N:8]1[CH2:13][CH2:12][N:11]([C:14]2[CH:19]=[CH:18][C:17]([C:20]([F:23])([F:22])[F:21])=[CH:16][C:15]=2[NH:24][S:25]([C:28]2[CH:33]=[CH:32][C:31](I)=[CH:30][CH:29]=2)(=[O:27])=[O:26])[CH2:10][CH2:9]1)=[O:7])([CH3:4])([CH3:3])[CH3:2].P([O-])([O-])([O-])=O.[K+].[K+].[K+]. Given the product [C:1]([O:5][C:6]([N:8]1[CH2:13][CH2:12][N:11]([C:14]2[CH:19]=[CH:18][C:17]([C:20]([F:23])([F:22])[F:21])=[CH:16][C:15]=2[NH:24][S:25]([C:28]2[CH:33]=[CH:32][C:31]([C:14]3[CH:19]=[CH:18][C:17]([C:20]([F:23])([F:22])[F:21])=[CH:16][CH:15]=3)=[CH:30][CH:29]=2)(=[O:27])=[O:26])[CH2:10][CH2:9]1)=[O:7])([CH3:4])([CH3:3])[CH3:2], predict the reactants needed to synthesize it. (2) The reactants are: [F:1][C:2]1[CH:7]=[C:6]([F:8])[CH:5]=[CH:4][C:3]=1[C:9]1[N:10]([S:19]([C:22]2[CH:27]=[CH:26][CH:25]=[C:24]([F:28])[CH:23]=2)(=[O:21])=[O:20])[CH:11]=[C:12]2[CH:16]([NH:17][CH3:18])[CH2:15][CH2:14][C:13]=12.[C:29](=[O:49])(OC1C=CC([N+]([O-])=O)=CC=1)[O:30][CH2:31][C:32]1[O:33][C:34](=[O:38])[O:35][C:36]=1[CH3:37].O. Given the product [F:1][C:2]1[CH:7]=[C:6]([F:8])[CH:5]=[CH:4][C:3]=1[C:9]1[N:10]([S:19]([C:22]2[CH:27]=[CH:26][CH:25]=[C:24]([F:28])[CH:23]=2)(=[O:21])=[O:20])[CH:11]=[C:12]2[CH:16]([N:17]([CH3:18])[C:29](=[O:49])[O:30][CH2:31][C:32]3[O:33][C:34](=[O:38])[O:35][C:36]=3[CH3:37])[CH2:15][CH2:14][C:13]=12, predict the reactants needed to synthesize it. (3) Given the product [Cl:14][CH2:15][C:16]([NH:7][C:5]1[CH:6]=[CH:1][CH:2]=[C:3]2[C:4]=1[C:8](=[O:9])[NH:10][NH:11][C:12]2=[O:13])=[O:17], predict the reactants needed to synthesize it. The reactants are: [CH:1]1[CH:6]=[C:5]([NH2:7])[C:4]2[C:8]([NH:10][NH:11][C:12](=[O:13])[C:3]=2[CH:2]=1)=[O:9].[Cl:14][CH2:15][C:16](Cl)=[O:17].N1C=CC=CC=1. (4) Given the product [CH3:26][N:17]([CH3:16])[C:18]1[CH:19]=[C:20]([NH:25][CH2:2][CH2:3][CH2:4][CH2:5][CH2:6][CH2:7][P:8](=[O:15])([O:12][CH2:13][CH3:14])[O:9][CH2:10][CH3:11])[CH:21]=[CH:22][C:23]=1[CH3:24], predict the reactants needed to synthesize it. The reactants are: Br[CH2:2][CH2:3][CH2:4][CH2:5][CH2:6][CH2:7][P:8](=[O:15])([O:12][CH2:13][CH3:14])[O:9][CH2:10][CH3:11].[CH3:16][N:17]([CH3:26])[C:18]1[C:23]([CH3:24])=[CH:22][CH:21]=[C:20]([NH2:25])[CH:19]=1.